Dataset: Full USPTO retrosynthesis dataset with 1.9M reactions from patents (1976-2016). Task: Predict the reactants needed to synthesize the given product. Given the product [Br:1][C:2]1[CH:3]=[CH:4][C:5]([C:6]([NH:11][C@@H:12]([C:15]2[CH:20]=[CH:19][CH:18]=[CH:17][CH:16]=2)[CH2:13][OH:14])=[O:8])=[CH:9][CH:10]=1, predict the reactants needed to synthesize it. The reactants are: [Br:1][C:2]1[CH:10]=[CH:9][C:5]([C:6]([OH:8])=O)=[CH:4][CH:3]=1.[NH2:11][C@@H:12]([C:15]1[CH:20]=[CH:19][CH:18]=[CH:17][CH:16]=1)[CH2:13][OH:14].CCN(C(C)C)C(C)C.C1CN([P+](Br)(N2CCCC2)N2CCCC2)CC1.F[P-](F)(F)(F)(F)F.C1C=CC2N(O)N=NC=2C=1.